From a dataset of Catalyst prediction with 721,799 reactions and 888 catalyst types from USPTO. Predict which catalyst facilitates the given reaction. Reactant: [C:1]1(=[O:7])[O:6][C:4](=[O:5])[CH:3]=[CH:2]1.[CH2:8]=[CH:9][C:10]1[CH:15]=[CH:14][CH:13]=[CH:12][CH:11]=1.C(OOC(=O)C1C=CC=CC=1)(=O)C1C=CC=CC=1. Product: [C:4]1(=[O:5])[O:6][C:1](=[O:7])[CH:2]=[CH:3]1.[CH:8]([C:3]1=[CH:2][C:1]([O:6][C:4]1=[O:5])=[O:7])=[CH:9][C:10]1[CH:15]=[CH:14][CH:13]=[CH:12][CH:11]=1. The catalyst class is: 311.